Predict the reaction yield, written as a fraction of the theoretical maximum amount of product (1.0 means a 100% yield; for example, 0.34 means a 34% yield). From a dataset of Reaction yield outcomes from USPTO patents with 853,638 reactions. (1) The reactants are [Cl:1][C:2]1[CH:7]=[CH:6][C:5]([C:8]2[C:17]3[C:12](=[CH:13][CH:14]=[C:15]([C:18](O)=[O:19])[CH:16]=3)[CH:11]=[N:10][CH:9]=2)=[CH:4][CH:3]=1.C([N:24](CC)[CH:25]([CH3:27])[CH3:26])(C)C.F[P-](F)(F)(F)(F)F.N1(OC(N(C)C)=[N+](C)C)C2N=CC=CC=2N=N1.C1(N)CC1. The catalyst is CN(C)C=O. The product is [Cl:1][C:2]1[CH:7]=[CH:6][C:5]([C:8]2[C:17]3[C:12](=[CH:13][CH:14]=[C:15]([C:18]([NH:24][CH:25]4[CH2:27][CH2:26]4)=[O:19])[CH:16]=3)[CH:11]=[N:10][CH:9]=2)=[CH:4][CH:3]=1. The yield is 0.570. (2) The reactants are Cl[C:2]1[CH:3]=[CH:4][C:5]([N+:26]([O-:28])=[O:27])=[C:6]([CH:25]=1)[C:7]([NH:9][C:10]1[NH:11][N:12]=[C:13]([C:15]2[CH:20]=[CH:19][CH:18]=[C:17]([C:21]([F:24])([F:23])[F:22])[CH:16]=2)[N:14]=1)=[O:8].[NH:29]1[CH2:34][CH2:33][CH2:32][CH2:31][CH2:30]1. The catalyst is CN(C)C=O.C(OCC)(=O)C. The product is [N+:26]([C:5]1[CH:4]=[CH:3][C:2]([N:29]2[CH2:34][CH2:33][CH2:32][CH2:31][CH2:30]2)=[CH:25][C:6]=1[C:7]([NH:9][C:10]1[NH:11][N:12]=[C:13]([C:15]2[CH:20]=[CH:19][CH:18]=[C:17]([C:21]([F:24])([F:23])[F:22])[CH:16]=2)[N:14]=1)=[O:8])([O-:28])=[O:27]. The yield is 0.970. (3) The reactants are C([O:4][C@H:5]1[C:9]2[N:10]=[CH:11][N:12]=[C:13]([N:14]3[CH2:19][CH2:18][N:17]([C:20]([O:22][C:23]([CH3:26])([CH3:25])[CH3:24])=[O:21])[CH2:16][CH2:15]3)[C:8]=2[C@H:7]([CH3:27])[CH2:6]1)(=O)C.[Li+].[OH-]. The catalyst is C1COCC1. The product is [OH:4][C@H:5]1[C:9]2[N:10]=[CH:11][N:12]=[C:13]([N:14]3[CH2:19][CH2:18][N:17]([C:20]([O:22][C:23]([CH3:26])([CH3:25])[CH3:24])=[O:21])[CH2:16][CH2:15]3)[C:8]=2[C@H:7]([CH3:27])[CH2:6]1. The yield is 0.700. (4) The reactants are [OH:1][C:2]1[C:12]([CH2:13][CH2:14][CH3:15])=[CH:11][C:5]([C:6]([O:8][CH2:9][CH3:10])=[O:7])=[CH:4][C:3]=1[N+:16]([O-:18])=[O:17].[CH3:19][C:20]([Si:23](Cl)([CH3:25])[CH3:24])([CH3:22])[CH3:21].N1C=CN=C1. The product is [Si:23]([O:1][C:2]1[C:12]([CH2:13][CH2:14][CH3:15])=[CH:11][C:5]([C:6]([O:8][CH2:9][CH3:10])=[O:7])=[CH:4][C:3]=1[N+:16]([O-:18])=[O:17])([C:20]([CH3:22])([CH3:21])[CH3:19])([CH3:25])[CH3:24]. The yield is 0.860. The catalyst is CN(C=O)C.